From a dataset of Full USPTO retrosynthesis dataset with 1.9M reactions from patents (1976-2016). Predict the reactants needed to synthesize the given product. Given the product [C:1]([O:5][C:6]([N:8]1[CH2:13][CH2:12][N:11]2[C:14]([CH2:20][CH3:21])=[N:15][C:16]([C:17](=[O:18])[NH:35][CH3:34])=[C:10]2[CH:9]1[CH2:22][CH2:23][C:24]1[CH:25]=[CH:26][C:27]([C:30]([F:33])([F:32])[F:31])=[CH:28][CH:29]=1)=[O:7])([CH3:2])([CH3:4])[CH3:3], predict the reactants needed to synthesize it. The reactants are: [C:1]([O:5][C:6]([N:8]1[CH2:13][CH2:12][N:11]2[C:14]([CH2:20][CH3:21])=[N:15][C:16]([C:17](O)=[O:18])=[C:10]2[CH:9]1[CH2:22][CH2:23][C:24]1[CH:29]=[CH:28][C:27]([C:30]([F:33])([F:32])[F:31])=[CH:26][CH:25]=1)=[O:7])([CH3:4])([CH3:3])[CH3:2].[CH3:34][N:35](C(ON1N=NC2C=CC=CC1=2)=[N+](C)C)C.[B-](F)(F)(F)F.CCN(C(C)C)C(C)C.CN.C1COCC1.